From a dataset of Catalyst prediction with 721,799 reactions and 888 catalyst types from USPTO. Predict which catalyst facilitates the given reaction. (1) The catalyst class is: 11. Product: [NH:5]1[C:6]2[C:11](=[CH:10][CH:9]=[CH:8][CH:7]=2)[C:3]([C:1]2[S:15][C:14]3[CH:16]=[CH:17][CH:18]=[CH:19][C:13]=3[C:12](=[O:20])[N:2]=2)=[CH:4]1. Reactant: [C:1]([C:3]1[C:11]2[C:6](=[CH:7][CH:8]=[CH:9][CH:10]=2)[NH:5][CH:4]=1)#[N:2].[C:12](OC)(=[O:20])[C:13]1[C:14](=[CH:16][CH:17]=[CH:18][CH:19]=1)[SH:15].C(N(CC)CC)C. (2) Reactant: CCN(CC)CC.I[C:9]1[CH:10]=[C:11]([OH:15])[CH:12]=[CH:13][CH:14]=1.[CH3:16][Si:17]([C:20]#[CH:21])([CH3:19])[CH3:18].CCCCCC.CC(C)=O. Product: [CH3:16][Si:17]([CH3:19])([CH3:18])[C:20]#[C:21][C:9]1[CH:10]=[C:11]([OH:15])[CH:12]=[CH:13][CH:14]=1. The catalyst class is: 540. (3) Reactant: [NH2:1][CH2:2][C:3]1[CH:8]=[CH:7][C:6]([NH:9][C:10](=[O:18])[C:11]2[CH:16]=[CH:15][C:14]([F:17])=[CH:13][CH:12]=2)=[CH:5][CH:4]=1.CCN(CC)CC.[Cl:26][C:27]1[N:36]=[C:35](Cl)[C:34]2[C:29](=[CH:30][C:31]([I:38])=[CH:32][CH:33]=2)[N:28]=1. Product: [Cl:26][C:27]1[N:36]=[C:35]([NH:1][CH2:2][C:3]2[CH:4]=[CH:5][C:6]([NH:9][C:10](=[O:18])[C:11]3[CH:16]=[CH:15][C:14]([F:17])=[CH:13][CH:12]=3)=[CH:7][CH:8]=2)[C:34]2[C:29](=[CH:30][C:31]([I:38])=[CH:32][CH:33]=2)[N:28]=1. The catalyst class is: 2. (4) Reactant: [CH3:1][O:2][C:3]1[CH:20]=[CH:19][CH:18]=[CH:17][C:4]=1[C:5]([S:7][C:8]1[CH:16]=[CH:15][CH:14]=[CH:13][C:9]=1[C:10](O)=[O:11])=O.C([N:23](CC)CC)C.ClC(OCC)=O.[N-]=[N+]=[N-].[Na+].C(P(CCCC)CCCC)CCC. Product: [CH3:1][O:2][C:3]1[CH:20]=[CH:19][CH:18]=[CH:17][C:4]=1[C:5]1[S:7][C:8]2[CH:16]=[CH:15][CH:14]=[CH:13][C:9]=2[C:10](=[O:11])[N:23]=1. The catalyst class is: 95.